From a dataset of Reaction yield outcomes from USPTO patents with 853,638 reactions. Predict the reaction yield, written as a fraction of the theoretical maximum amount of product (1.0 means a 100% yield; for example, 0.34 means a 34% yield). (1) The reactants are [H-].[H-].[H-].[H-].[Li+].[Al+3].C([O:9][C:10](=O)[C:11]1[CH:16]=[CH:15][CH:14]=[N:13][C:12]=1[CH2:17][CH3:18])C. The catalyst is O1CCCC1. The product is [CH2:17]([C:12]1[C:11]([CH2:10][OH:9])=[CH:16][CH:15]=[CH:14][N:13]=1)[CH3:18]. The yield is 0.540. (2) The catalyst is C(O)(C)C.O.C(O)C.C[N+](CC(NN)=O)(C)C.[Cl-]. The yield is 0.269. The product is [CH2:1]([O:17][CH2:18][CH:19]([CH2:29][OH:30])[O:20][CH2:21][CH2:22][CH2:23][CH2:24][CH:25]=[O:28])[CH2:2][CH2:3][CH2:4][CH2:5][CH2:6][CH2:7][CH2:8][CH2:9][CH2:10][CH2:11][CH2:12][CH2:13][CH2:14][CH2:15][CH3:16]. The reactants are [CH2:1]([O:17][CH2:18][CH:19]([CH2:29][OH:30])[O:20][CH2:21][CH2:22][CH2:23][CH2:24][CH:25]([OH:28])CO)[CH2:2][CH2:3][CH2:4][CH2:5][CH2:6][CH2:7][CH2:8][CH2:9][CH2:10][CH2:11][CH2:12][CH2:13][CH2:14][CH2:15][CH3:16].C(O)(=O)C. (3) The reactants are S(=O)(=O)(O)O.[N+:6]([O-:9])(O)=[O:7].[CH3:10][O:11][C:12]1[C:17]([CH3:18])=[CH:16][CH:15]=[CH:14][N:13]=1.N. No catalyst specified. The product is [CH3:10][O:11][C:12]1[C:17]([CH3:18])=[CH:16][C:15]([N+:6]([O-:9])=[O:7])=[CH:14][N:13]=1. The yield is 0.740. (4) The reactants are Cl[C:2]1[C:7]([N+:8]([O-:10])=[O:9])=[CH:6][CH:5]=[C:4]([Cl:11])[N:3]=1.[F:12][C:13]1[CH:20]=[CH:19][C:16]([CH2:17][NH2:18])=[CH:15][CH:14]=1. No catalyst specified. The product is [Cl:11][C:4]1[N:3]=[C:2]([NH:18][CH2:17][C:16]2[CH:19]=[CH:20][C:13]([F:12])=[CH:14][CH:15]=2)[C:7]([N+:8]([O-:10])=[O:9])=[CH:6][CH:5]=1. The yield is 0.650. (5) The product is [CH:1]1([CH2:4][O:5][C:6]2[CH:7]=[CH:8][C:9]3[O:15][C:13]([C:18](=[O:22])[CH:19]([CH3:21])[CH3:20])=[C:12]([CH3:23])[C:10]=3[CH:11]=2)[CH2:3][CH2:2]1. The catalyst is CN(C)C=O. The yield is 0.450. The reactants are [CH:1]1([CH2:4][O:5][C:6]2[CH:7]=[CH:8][C:9]([OH:15])=[C:10]([C:12](=O)[CH3:13])[CH:11]=2)[CH2:3][CH2:2]1.BrC[C:18](=[O:22])[CH:19]([CH3:21])[CH3:20].[C:23](=O)([O-])[O-].[K+].[K+].O. (6) The reactants are [C:9](O[C:9]([O:11][C:12]([CH3:15])([CH3:14])[CH3:13])=[O:10])([O:11][C:12]([CH3:15])([CH3:14])[CH3:13])=[O:10].[NH2:16][C:17]1[CH:22]=[C:21]([CH2:23][OH:24])[CH:20]=[CH:19][N:18]=1. The catalyst is C(O)(C)(C)C. The product is [C:12]([O:11][C:9]([NH:16][C:17]1[CH:22]=[C:21]([CH2:23][OH:24])[CH:20]=[CH:19][N:18]=1)=[O:10])([CH3:13])([CH3:14])[CH3:15]. The yield is 0.600. (7) The yield is 0.280. The catalyst is C(O)C.C1(C)C=CC=CC=1. The reactants are C([O:4][C@@H:5]([C@:19]12[CH2:54][C:53](=[O:55])[C:52]([CH:56]([CH3:58])[CH3:57])=[C:20]1[C@@H:21]1[C@@:34]([CH3:37])([CH2:35][CH2:36]2)[C@@:33]2([CH3:38])[C@@H:24]([C@:25]3([CH3:51])[C@@H:30]([CH2:31][CH2:32]2)[C:29]([CH3:40])([CH3:39])[C@@H:28]([O:41][C:42](=[O:50])[CH2:43][C:44]([CH3:49])([CH3:48])[C:45]([OH:47])=[O:46])[CH2:27][CH2:26]3)[CH2:23][CH2:22]1)[CH2:6][N:7]([CH2:11][C:12]1[CH:17]=[CH:16][C:15]([Cl:18])=[CH:14][CH:13]=1)[C:8](=[O:10])[CH3:9])(=O)C.[OH-].[K+].Cl. The product is [Cl:18][C:15]1[CH:14]=[CH:13][C:12]([CH2:11][N:7]([CH2:6][C@H:5]([C@:19]23[CH2:54][C:53](=[O:55])[C:52]([CH:56]([CH3:57])[CH3:58])=[C:20]2[C@@H:21]2[C@@:34]([CH3:37])([CH2:35][CH2:36]3)[C@@:33]3([CH3:38])[C@@H:24]([C@:25]4([CH3:51])[C@@H:30]([CH2:31][CH2:32]3)[C:29]([CH3:39])([CH3:40])[C@@H:28]([O:41][C:42](=[O:50])[CH2:43][C:44]([CH3:48])([CH3:49])[C:45]([OH:47])=[O:46])[CH2:27][CH2:26]4)[CH2:23][CH2:22]2)[OH:4])[C:8](=[O:10])[CH3:9])=[CH:17][CH:16]=1. (8) The reactants are [Cl:1][C:2]1[C:3]([CH2:16][C:17]([NH2:19])=[O:18])=[C:4]2[C:9](=[CH:10][CH:11]=1)[N:8]=[CH:7][C:6]([CH2:12][N:13]([CH3:15])[CH3:14])=[CH:5]2.C[O:21][C:22](=O)[C:23]([C:25]1[C:33]2[C:28](=[CH:29][CH:30]=[CH:31][CH:32]=2)[NH:27][CH:26]=1)=O.CC([O-])(C)C.[K+].[NH4+].[Cl-]. The catalyst is C1COCC1. The product is [Cl:1][C:2]1[C:3]([C:16]2[C:17](=[O:18])[NH:19][C:22](=[O:21])[C:23]=2[C:25]2[C:33]3[C:28](=[CH:29][CH:30]=[CH:31][CH:32]=3)[NH:27][CH:26]=2)=[C:4]2[C:9](=[CH:10][CH:11]=1)[N:8]=[CH:7][C:6]([CH2:12][N:13]([CH3:14])[CH3:15])=[CH:5]2. The yield is 0.570.